This data is from Forward reaction prediction with 1.9M reactions from USPTO patents (1976-2016). The task is: Predict the product of the given reaction. (1) Given the reactants [F:1][C:2]1([F:30])[CH2:5][N:4]([CH:6]2[CH2:11][CH2:10][C:9]([C:12]3[C:20]4[C:15](=[CH:16][CH:17]=[CH:18][CH:19]=4)[N:14]([C:21]4[CH:26]=[CH:25][C:24]([N+:27]([O-])=O)=[CH:23][CH:22]=4)[CH:13]=3)=[CH:8][CH2:7]2)[CH2:3]1, predict the reaction product. The product is: [F:30][C:2]1([F:1])[CH2:5][N:4]([CH:6]2[CH2:11][CH2:10][CH:9]([C:12]3[C:20]4[C:15](=[CH:16][CH:17]=[CH:18][CH:19]=4)[N:14]([C:21]4[CH:26]=[CH:25][C:24]([NH2:27])=[CH:23][CH:22]=4)[CH:13]=3)[CH2:8][CH2:7]2)[CH2:3]1. (2) Given the reactants [F:1][C:2]1[C:3]([N+:13]([O-:15])=[O:14])=[CH:4][C:5]([CH3:12])=[C:6]([NH:8]C(=O)C)[CH:7]=1.[OH-].[Na+], predict the reaction product. The product is: [F:1][C:2]1[C:3]([N+:13]([O-:15])=[O:14])=[CH:4][C:5]([CH3:12])=[C:6]([NH2:8])[CH:7]=1. (3) Given the reactants [OH:1][C:2]1[CH:9]=[CH:8][C:7]([C:10]([CH3:16])([CH3:15])[C:11]([F:14])([F:13])[F:12])=[CH:6][C:3]=1[CH:4]=[O:5].N1C=CC=CC=1.[S:23](O[S:23]([C:26]([F:29])([F:28])[F:27])(=[O:25])=[O:24])([C:26]([F:29])([F:28])[F:27])(=[O:25])=[O:24], predict the reaction product. The product is: [F:27][C:26]([F:29])([F:28])[S:23]([O:1][C:2]1[CH:9]=[CH:8][C:7]([C:10]([CH3:16])([CH3:15])[C:11]([F:12])([F:13])[F:14])=[CH:6][C:3]=1[CH:4]=[O:5])(=[O:25])=[O:24].